Dataset: Reaction yield outcomes from USPTO patents with 853,638 reactions. Task: Predict the reaction yield, written as a fraction of the theoretical maximum amount of product (1.0 means a 100% yield; for example, 0.34 means a 34% yield). (1) The reactants are C(OC([N:8]1[CH2:13][C@@H:12]2[CH2:14][C@H:9]1[CH2:10][N:11]2[C:15]1[C:24]2[C:19](=[CH:20][CH:21]=[CH:22][CH:23]=2)[C:18]([C:25]#[N:26])=[CH:17][CH:16]=1)=O)(C)(C)C.FC(F)(F)C(O)=O.[ClH:34]. The catalyst is ClCCl. The product is [ClH:34].[C@H:12]12[CH2:14][C@H:9]([NH:8][CH2:13]1)[CH2:10][N:11]2[C:15]1[C:24]2[C:19](=[CH:20][CH:21]=[CH:22][CH:23]=2)[C:18]([C:25]#[N:26])=[CH:17][CH:16]=1. The yield is 0.990. (2) The reactants are [CH3:1][C:2]1[C:6]([C:7]2[CH:8]=[C:9]([C:24]([NH2:26])=[O:25])[C:10]3[NH:11][C:12]4[C:17]([C:18]=3[CH:19]=2)=[CH:16][CH:15]=[C:14]([C:20]([OH:23])([CH3:22])[CH3:21])[CH:13]=4)=[C:5]([CH3:27])[O:4][N:3]=1.CC(C)([O-])C.[K+].[CH3:34][S:35](Cl)(=[O:37])=[O:36]. The catalyst is C1COCC1.C(Cl)Cl. The product is [CH3:1][C:2]1[C:6]([C:7]2[CH:8]=[C:9]([C:24]([NH2:26])=[O:25])[C:10]3[N:11]([S:35]([CH3:34])(=[O:37])=[O:36])[C:12]4[C:17]([C:18]=3[CH:19]=2)=[CH:16][CH:15]=[C:14]([C:20]([OH:23])([CH3:22])[CH3:21])[CH:13]=4)=[C:5]([CH3:27])[O:4][N:3]=1. The yield is 0.450.